This data is from Reaction yield outcomes from USPTO patents with 853,638 reactions. The task is: Predict the reaction yield, written as a fraction of the theoretical maximum amount of product (1.0 means a 100% yield; for example, 0.34 means a 34% yield). (1) The reactants are [CH3:1][O:2][C:3]1[CH:4]=[C:5]([CH2:9][CH2:10][C:11]([O:13][CH2:14][CH3:15])=[O:12])[CH:6]=[CH:7][CH:8]=1.[I:16]I.C([P+](C1C=CC=CC=1)(C1C=CC=CC=1)C1C=CC=CC=1)CCC. The catalyst is C(#N)C. The product is [I:16][C:6]1[CH:7]=[CH:8][C:3]([O:2][CH3:1])=[CH:4][C:5]=1[CH2:9][CH2:10][C:11]([O:13][CH2:14][CH3:15])=[O:12]. The yield is 0.760. (2) The reactants are [F:1][C:2]1[C:7]([NH2:8])=[CH:6][CH:5]=[C:4]([F:9])[C:3]=1[NH:10][C:11]1[C:16]([C:17]2[N:25]=[CH:24][N:23]=[C:22]3[C:18]=2[N:19]=[CH:20][N:21]3[CH:26]2[CH2:31][CH2:30][CH2:29][CH2:28][O:27]2)=[CH:15][CH:14]=[CH:13][N:12]=1.[N+:32]([C:35]1[CH:40]=[CH:39][CH:38]=[CH:37][C:36]=1[CH2:41][S:42](Cl)(=[O:44])=[O:43])([O-:34])=[O:33].N1C=CC=CC=1. The catalyst is ClCCl. The product is [F:1][C:2]1[C:3]([NH:10][C:11]2[C:16]([C:17]3[N:25]=[CH:24][N:23]=[C:22]4[C:18]=3[N:19]=[CH:20][N:21]4[CH:26]3[CH2:31][CH2:30][CH2:29][CH2:28][O:27]3)=[CH:15][CH:14]=[CH:13][N:12]=2)=[C:4]([F:9])[CH:5]=[CH:6][C:7]=1[NH:8][S:42]([CH2:41][C:36]1[CH:37]=[CH:38][CH:39]=[CH:40][C:35]=1[N+:32]([O-:34])=[O:33])(=[O:43])=[O:44]. The yield is 0.870. (3) The reactants are [Cl:1][C:2]1[N:6]([C:7]2[N:12]=[C:11](Cl)[N:10]=[C:9]([CH3:14])[N:8]=2)[C:5]2[CH:15]=[CH:16][CH:17]=[CH:18][C:4]=2[N:3]=1.[CH:19]1([CH2:22][NH2:23])[CH2:21][CH2:20]1. The catalyst is CO. The product is [Cl:1][C:2]1[N:6]([C:7]2[N:8]=[C:9]([CH3:14])[N:10]=[C:11]([NH:23][CH2:22][CH:19]3[CH2:21][CH2:20]3)[N:12]=2)[C:5]2[CH:15]=[CH:16][CH:17]=[CH:18][C:4]=2[N:3]=1. The yield is 0.685. (4) The reactants are Cl.[CH3:2][CH:3]([O:5][C:6]1[CH:11]=[CH:10][C:9]([C:12]2[C:16]([CH:17]=[O:18])=[CH:15][NH:14][N:13]=2)=[CH:8][CH:7]=1)[CH3:4].[C:19]([O-])([O-])=O.[K+].[K+].CI.O. The catalyst is C(#N)C. The product is [CH:3]([O:5][C:6]1[CH:11]=[CH:10][C:9]([C:12]2[N:13]([CH3:19])[N:14]=[CH:15][C:16]=2[CH:17]=[O:18])=[CH:8][CH:7]=1)([CH3:2])[CH3:4]. The yield is 0.210. (5) The reactants are Cl.COC(=O)[C@H]([NH:24][C:25]([O:27][CH2:28][C:29]1[CH:34]=[CH:33][CH:32]=[CH:31][CH:30]=1)=[O:26])CC1C=CC(NC(OC(C)(C)C)=O)=C(C)C=1CO.Cl.[CH3:37][O:38][C:39](=[O:58])[C@@H:40]([CH2:46][C:47]1[C:48]([CH2:56][Cl:57])=[C:49]2[C:53](=[CH:54][CH:55]=1)[NH:52][N:51]=[CH:50]2)CC(OC)=O. No catalyst specified. The product is [ClH:57].[CH3:37][O:38][C:39](=[O:58])[C@H:40]([NH:24][C:25]([O:27][CH2:28][C:29]1[CH:34]=[CH:33][CH:32]=[CH:31][CH:30]=1)=[O:26])[CH2:46][C:47]1[C:48]([CH2:56][Cl:57])=[C:49]2[C:53](=[CH:54][CH:55]=1)[NH:52][N:51]=[CH:50]2. The yield is 0.990. (6) The reactants are [OH:1][CH:2]([C:6]1[CH:11]=[CH:10][C:9]([C:12]2[N:16]=[C:15]([C:17]3[O:21][N:20]=[C:19]([C:22]4[CH:27]=[CH:26][CH:25]=[CH:24][CH:23]=4)[C:18]=3[C:28]([F:31])([F:30])[F:29])[O:14][N:13]=2)=[CH:8][CH:7]=1)[C:3](O)=[O:4].CN1CCOCC1.[CH3:39][C:40]1[O:44][C:43]([CH2:45][NH2:46])=[N:42][N:41]=1.F[P-](F)(F)(F)(F)F.N1(O[P+](N(C)C)(N(C)C)N(C)C)C2C=CC=CC=2N=N1. The catalyst is CN(C=O)C. The product is [OH:1][CH:2]([C:6]1[CH:11]=[CH:10][C:9]([C:12]2[N:16]=[C:15]([C:17]3[O:21][N:20]=[C:19]([C:22]4[CH:27]=[CH:26][CH:25]=[CH:24][CH:23]=4)[C:18]=3[C:28]([F:29])([F:31])[F:30])[O:14][N:13]=2)=[CH:8][CH:7]=1)[C:3]([NH:46][CH2:45][C:43]1[O:44][C:40]([CH3:39])=[N:41][N:42]=1)=[O:4]. The yield is 0.337.